From a dataset of Catalyst prediction with 721,799 reactions and 888 catalyst types from USPTO. Predict which catalyst facilitates the given reaction. (1) Reactant: C[O:2][C:3](=[O:38])[CH2:4][NH:5][C:6]([C:8]1[CH:12]=[C:11]([C:13]2[CH:18]=[C:17]([O:19][C:20]3[CH:25]=[C:24]([C:26]([NH:28][C:29]4[CH:34]=[C:33]([CH3:35])[CH:32]=[CH:31][C:30]=4[F:36])=[O:27])[CH:23]=[CH:22][C:21]=3[F:37])[CH:16]=[CH:15][N:14]=2)[NH:10][CH:9]=1)=[O:7].C1COCC1.CO.[OH-].[Na+].Cl. Product: [F:37][C:21]1[CH:22]=[CH:23][C:24]([C:26]([NH:28][C:29]2[CH:34]=[C:33]([CH3:35])[CH:32]=[CH:31][C:30]=2[F:36])=[O:27])=[CH:25][C:20]=1[O:19][C:17]1[CH:16]=[CH:15][N:14]=[C:13]([C:11]2[NH:10][CH:9]=[C:8]([C:6]([NH:5][CH2:4][C:3]([OH:38])=[O:2])=[O:7])[CH:12]=2)[CH:18]=1. The catalyst class is: 6. (2) Reactant: [Cl:1][C:2]1[CH:3]=[CH:4][C:5]2[N:11]([CH2:12][C:13]([CH3:17])([CH3:16])[CH2:14][OH:15])[C:10](=[O:18])[C@@H:9]([CH2:19][C:20]([NH:22][CH2:23][CH2:24][C:25]3[CH:33]=[CH:32][C:28]([C:29]([O-:31])=[O:30])=[CH:27][CH:26]=3)=[O:21])[O:8][C@H:7]([C:34]3[CH:39]=[CH:38][CH:37]=[C:36]([O:40][CH3:41])[C:35]=3[O:42][CH3:43])[C:6]=2[CH:44]=1.[OH-].[Na+].C(O)C. Product: [Cl:1][C:2]1[CH:3]=[CH:4][C:5]2[N:11]([CH2:12][C:13]([CH3:16])([CH3:17])[CH2:14][OH:15])[C:10](=[O:18])[C@@H:9]([CH2:19][C:20]([NH:22][CH2:23][CH2:24][C:25]3[CH:33]=[CH:32][C:28]([C:29]([OH:31])=[O:30])=[CH:27][CH:26]=3)=[O:21])[O:8][C@H:7]([C:34]3[CH:39]=[CH:38][CH:37]=[C:36]([O:40][CH3:41])[C:35]=3[O:42][CH3:43])[C:6]=2[CH:44]=1. The catalyst class is: 6. (3) The catalyst class is: 131. Product: [CH2:18]([O:11][C:4]1[CH:5]=[CH:6][C:7]([N+:8]([O-:10])=[O:9])=[C:2]([CH3:1])[CH:3]=1)[CH3:19]. Reactant: [CH3:1][C:2]1[CH:3]=[C:4]([OH:11])[CH:5]=[CH:6][C:7]=1[N+:8]([O-:10])=[O:9].C(=O)([O-])[O-].[K+].[K+].[CH2:18](OS(OCC)(=O)=O)[CH3:19].N. (4) Product: [O:10]1[CH2:15][CH2:14][O:13][C:12]2[CH:16]=[C:17]([CH2:20][N:21]3[CH:26]=[C:25]([C:4]4[S:5][CH:6]=[C:2]([CH3:1])[CH:3]=4)[CH:24]=[CH:23][C:22]3=[O:28])[CH:18]=[CH:19][C:11]1=2. Reactant: [CH3:1][C:2]1[CH:3]=[C:4](B(O)O)[S:5][CH:6]=1.[O:10]1[CH2:15][CH2:14][O:13][C:12]2[CH:16]=[C:17]([CH2:20][N:21]3[CH:26]=[C:25](I)[CH:24]=[CH:23][C:22]3=[O:28])[CH:18]=[CH:19][C:11]1=2.C(=O)([O-])[O-].[Na+].[Na+]. The catalyst class is: 12. (5) Reactant: [OH:1][C:2]1[CH:7]=[CH:6][C:5]([C:8]2[S:9][C:10]3[C:15]([C:16](=[O:18])[CH:17]=2)=[CH:14][CH:13]=[CH:12][CH:11]=3)=[CH:4][CH:3]=1.[CH3:19][C:20](OC(C)=O)=[O:21].CCN(CC)CC.O. Product: [C:20]([O:1][C:2]1[CH:7]=[CH:6][C:5]([C:8]2[S:9][C:10]3[C:15]([C:16](=[O:18])[CH:17]=2)=[CH:14][CH:13]=[CH:12][CH:11]=3)=[CH:4][CH:3]=1)(=[O:21])[CH3:19]. The catalyst class is: 79. (6) Reactant: [Cl:1][C:2]1[CH:24]=[CH:23][C:5]([CH2:6][NH:7][C:8]([C:10]2[CH:19]=[CH:18][C:13]([C:14]([O:16]C)=O)=[C:12]([N:20]=[C:21]=[S:22])[CH:11]=2)=[O:9])=[CH:4][CH:3]=1.[N:25]1[CH:30]=[CH:29][CH:28]=[C:27]([NH2:31])[CH:26]=1. Product: [Cl:1][C:2]1[CH:3]=[CH:4][C:5]([CH2:6][NH:7][C:8]([C:10]2[CH:11]=[C:12]3[C:13]([C:14](=[O:16])[N:31]([C:27]4[CH:26]=[N:25][CH:30]=[CH:29][CH:28]=4)[C:21](=[S:22])[NH:20]3)=[CH:18][CH:19]=2)=[O:9])=[CH:23][CH:24]=1. The catalyst class is: 36.